From a dataset of Catalyst prediction with 721,799 reactions and 888 catalyst types from USPTO. Predict which catalyst facilitates the given reaction. (1) The catalyst class is: 9. Reactant: Cl[C:2]1[CH:7]=[C:6]([C:8]2[CH:13]=[CH:12][CH:11]=[C:10]([F:14])[CH:9]=2)[N:5]=[CH:4][N:3]=1.[CH3:15][CH:16]([OH:20])[C:17]#[C:18][CH3:19].[H-].[Na+].O. Product: [F:14][C:10]1[CH:9]=[C:8]([C:6]2[CH:7]=[C:2]([O:20][CH:16]([CH3:15])[C:17]#[C:18][CH3:19])[N:3]=[CH:4][N:5]=2)[CH:13]=[CH:12][CH:11]=1. (2) Reactant: [C:1]([C:5]1[O:9][C:8]([NH:10][C:11]2[CH:16]=[CH:15][C:14]([C:17]3[CH:22]=[CH:21][C:20]([C:23]45[O:29][C:26]([CH2:30][CH2:31][C:32]([O:34]C)=[O:33])([CH2:27][CH2:28]4)[CH2:25][CH2:24]5)=[CH:19][CH:18]=3)=[CH:13][CH:12]=2)=[N:7][N:6]=1)([CH3:4])([CH3:3])[CH3:2].[OH-].[Na+]. Product: [C:1]([C:5]1[O:9][C:8]([NH:10][C:11]2[CH:12]=[CH:13][C:14]([C:17]3[CH:22]=[CH:21][C:20]([C:23]45[O:29][C:26]([CH2:30][CH2:31][C:32]([OH:34])=[O:33])([CH2:27][CH2:28]4)[CH2:25][CH2:24]5)=[CH:19][CH:18]=3)=[CH:15][CH:16]=2)=[N:7][N:6]=1)([CH3:4])([CH3:2])[CH3:3]. The catalyst class is: 36. (3) Reactant: [Cl:1][C:2]1[CH:22]=[C:21]([F:23])[C:20]([N:24]2[C:29](=[O:30])[CH:28]=[C:27]([C:31]([F:34])([F:33])[F:32])[N:26]([CH3:35])[C:25]2=[O:36])=[CH:19][C:3]=1[O:4][C:5]1[CH:6]=[C:7]([CH:16]=[CH:17][CH:18]=1)[O:8]CC1C=CC=CC=1.C(OCC)(=O)C. Product: [Cl:1][C:2]1[CH:22]=[C:21]([F:23])[C:20]([N:24]2[C:29](=[O:30])[CH:28]=[C:27]([C:31]([F:32])([F:33])[F:34])[N:26]([CH3:35])[C:25]2=[O:36])=[CH:19][C:3]=1[O:4][C:5]1[CH:6]=[C:7]([OH:8])[CH:16]=[CH:17][CH:18]=1. The catalyst class is: 63. (4) Reactant: [CH3:1][C@@H:2]1[N:7]([C:8]2[C:9]3[CH2:24][O:23][CH2:22][CH2:21][C:10]=3[N:11]=[C:12]([C:14]3[CH:20]=[CH:19][C:17]([NH2:18])=[CH:16][CH:15]=3)[N:13]=2)[CH2:6][CH2:5][O:4][CH2:3]1.ClCCl.[CH3:28][S:29](Cl)(=[O:31])=[O:30].NC1C=CC=CC=1. Product: [CH3:1][C@@H:2]1[N:7]([C:8]2[C:9]3[CH2:24][O:23][CH2:22][CH2:21][C:10]=3[N:11]=[C:12]([C:14]3[CH:15]=[CH:16][C:17]([NH:18][S:29]([CH3:28])(=[O:31])=[O:30])=[CH:19][CH:20]=3)[N:13]=2)[CH2:6][CH2:5][O:4][CH2:3]1. The catalyst class is: 66. (5) Reactant: CO[C:3]1[C:23]([O:24][CH3:25])=[CH:22][C:6]2[C:7]([OH:21])=[CH:8][C:9]3[C:10]([OH:20])([CH2:18][CH3:19])[C:11]4[CH:12]=[CH:13][CH:14]=[CH:15][C:16]=4[C:17]=3[C:5]=2[CH:4]=1.[NH:26]1[CH2:31][CH2:30][O:29][CH2:28][CH2:27]1.C([Li])CCC.[Cl-].[NH4+]. Product: [O:29]1[CH2:30][CH2:31][N:26]([C:3]2[C:23]([O:24][CH3:25])=[CH:22][C:6]3[C:7]([OH:21])=[CH:8][C:9]4[C:10]([OH:20])([CH2:18][CH3:19])[C:11]5[CH:12]=[CH:13][CH:14]=[CH:15][C:16]=5[C:17]=4[C:5]=3[CH:4]=2)[CH2:27][CH2:28]1. The catalyst class is: 1. (6) Reactant: [O:1]=[C:2]1[CH2:11][CH2:10][C@@H:9]2[C@@H:4]([CH2:5][C@@H:6]([C:16]([O:18][CH2:19][CH3:20])=[O:17])[N:7](C(OC)=O)[CH2:8]2)[CH2:3]1.I[Si](C)(C)C.C(N(CC)CC)C.[C:44]([O:43][C:41](O[C:41]([O:43][C:44]([CH3:47])([CH3:46])[CH3:45])=[O:42])=[O:42])([CH3:47])([CH3:46])[CH3:45]. Product: [O:1]=[C:2]1[CH2:11][CH2:10][C@@H:9]2[C@@H:4]([CH2:5][C@@H:6]([C:16]([O:18][CH2:19][CH3:20])=[O:17])[N:7]([C:41]([O:43][C:44]([CH3:45])([CH3:46])[CH3:47])=[O:42])[CH2:8]2)[CH2:3]1. The catalyst class is: 2. (7) Reactant: [CH2:1]([O:3][C:4]1[CH:9]=[CH:8][C:7]([CH:10]2[CH2:19][CH2:18][C:13]3([O:17][CH2:16][CH2:15][O:14]3)[CH2:12][CH:11]2O)=[C:6]([F:21])[C:5]=1[F:22])[CH3:2].O.C(O)CO.O.C1(C)C=CC(S(O)(=O)=O)=CC=1. Product: [CH2:1]([O:3][C:4]1[CH:9]=[CH:8][C:7]([C:10]2[CH2:19][CH2:18][C:13]3([O:14][CH2:15][CH2:16][O:17]3)[CH2:12][CH:11]=2)=[C:6]([F:21])[C:5]=1[F:22])[CH3:2]. The catalyst class is: 11. (8) Reactant: [OH:1][CH2:2][CH:3]1[N:14]2[C:15]3[C:10]([C:11](=[O:17])[NH:12][C:13]2=[O:16])=[CH:9][CH:8]=[CH:7][C:6]=3[CH2:5][CH2:4]1.C(N(CC)CC)C.S([O-])(O)(=O)=O.[K+]. Product: [O:17]=[C:11]1[C:10]2[C:15]3=[C:6]([CH2:5][CH2:4][CH:3]([CH:2]=[O:1])[N:14]3[C:13](=[O:16])[NH:12]1)[CH:7]=[CH:8][CH:9]=2. The catalyst class is: 16.